Dataset: Catalyst prediction with 721,799 reactions and 888 catalyst types from USPTO. Task: Predict which catalyst facilitates the given reaction. (1) Reactant: [NH:1]1[CH2:6][CH2:5][CH:4]([OH:7])[CH2:3][CH2:2]1.[CH3:8][C:9]([O:12][C:13](O[C:13]([O:12][C:9]([CH3:11])([CH3:10])[CH3:8])=[O:14])=[O:14])([CH3:11])[CH3:10]. Product: [OH:7][CH:4]1[CH2:5][CH2:6][N:1]([C:13]([O:12][C:9]([CH3:11])([CH3:10])[CH3:8])=[O:14])[CH2:2][CH2:3]1. The catalyst class is: 2. (2) Reactant: [N:1]([O-:3])=[O:2].[Na+].N[C:6]1[CH:13]=[CH:12][C:9]([C:10]#[N:11])=[CH:8][C:7]=1[Cl:14]. Product: [Cl:14][C:7]1[CH:8]=[C:9]([CH:12]=[CH:13][C:6]=1[N+:1]([O-:3])=[O:2])[C:10]#[N:11]. The catalyst class is: 223. (3) Reactant: [NH2:1][C@@H:2]1[CH2:7][CH2:6][C@H:5]([N:8]2[CH2:12][CH2:11][C@H:10]([NH:13][C:14](=[O:23])[O:15][CH2:16][C:17]3[CH:22]=[CH:21][CH:20]=[CH:19][CH:18]=3)[C:9]2=[O:24])[C@H:4]([CH2:25][S:26]([CH:29]([CH3:31])[CH3:30])(=[O:28])=[O:27])[CH2:3]1.[CH3:32][C:33]([CH3:35])=O.[C:36]([BH3-])#N.[Na+].C=O. Product: [CH:33]([N:1]([CH3:36])[C@@H:2]1[CH2:7][CH2:6][C@H:5]([N:8]2[CH2:12][CH2:11][C@H:10]([NH:13][C:14](=[O:23])[O:15][CH2:16][C:17]3[CH:22]=[CH:21][CH:20]=[CH:19][CH:18]=3)[C:9]2=[O:24])[C@H:4]([CH2:25][S:26]([CH:29]([CH3:31])[CH3:30])(=[O:28])=[O:27])[CH2:3]1)([CH3:35])[CH3:32]. The catalyst class is: 2. (4) Product: [ClH:1].[Cl:1][C:2]1[CH:7]=[CH:6][CH:5]=[CH:4][C:3]=1[C:8]1[CH:26]=[C:25]([C:27]([F:30])([F:28])[F:29])[C:11]2[NH:12][C:13]([C:15]3[CH2:19][C:18]4([CH2:20][CH2:21][CH2:22][CH2:23][CH2:24]4)[O:17][N:16]=3)=[N:14][C:10]=2[CH:9]=1. The catalyst class is: 25. Reactant: [Cl:1][C:2]1[CH:7]=[CH:6][CH:5]=[CH:4][C:3]=1[C:8]1[CH:26]=[C:25]([C:27]([F:30])([F:29])[F:28])[C:11]2[NH:12][C:13]([C:15]3[CH2:19][C:18]4([CH2:24][CH2:23][CH2:22][CH2:21][CH2:20]4)[O:17][N:16]=3)=[N:14][C:10]=2[CH:9]=1.Cl. (5) Reactant: [CH:1]([C:3]1[CH:18]=[CH:17][C:6]([O:7][C:8]2[N:9]=[CH:10][C:11]([C:14]([NH2:16])=[O:15])=[N:12][CH:13]=2)=[C:5]([CH3:19])[CH:4]=1)=O.[N:20]1[CH:25]=[CH:24][CH:23]=[C:22]([CH2:26][CH2:27][NH2:28])[CH:21]=1.[BH4-].[Na+]. Product: [CH3:19][C:5]1[CH:4]=[C:3]([CH2:1][NH:28][CH2:27][CH2:26][C:22]2[CH:21]=[N:20][CH:25]=[CH:24][CH:23]=2)[CH:18]=[CH:17][C:6]=1[O:7][C:8]1[N:9]=[CH:10][C:11]([C:14]([NH2:16])=[O:15])=[N:12][CH:13]=1. The catalyst class is: 5. (6) Reactant: C1C=CC(P(C2C=CC3C(=CC=CC=3)C=2C2C3C(=CC=CC=3)C=CC=2P(C2C=CC=CC=2)C2C=CC=CC=2)C2C=CC=CC=2)=CC=1.Cl.Cl.[CH3:49][Si:50]([CH3:77])([CH3:76])[CH2:51][CH2:52][O:53][CH2:54][N:55]1[C:59]2[N:60]=[CH:61][N:62]=[C:63]([C:64]3[CH:65]=[N:66][N:67]([C:69]4([CH2:73][C:74]#[N:75])[CH2:72][NH:71][CH2:70]4)[CH:68]=3)[C:58]=2[CH:57]=[CH:56]1.Cl[C:79]1[N:80]=[CH:81][C:82]([C:85]([O:87][CH3:88])=[O:86])=[N:83][CH:84]=1.C(=O)([O-])[O-].[Cs+].[Cs+]. Product: [C:74]([CH2:73][C:69]1([N:67]2[CH:68]=[C:64]([C:63]3[C:58]4[CH:57]=[CH:56][N:55]([CH2:54][O:53][CH2:52][CH2:51][Si:50]([CH3:76])([CH3:49])[CH3:77])[C:59]=4[N:60]=[CH:61][N:62]=3)[CH:65]=[N:66]2)[CH2:70][N:71]([C:79]2[N:80]=[CH:81][C:82]([C:85]([O:87][CH3:88])=[O:86])=[N:83][CH:84]=2)[CH2:72]1)#[N:75]. The catalyst class is: 164. (7) Reactant: [Cl:1][C:2]1[C:6]([NH:7][C:8](=O)[CH:9]([S:11][CH2:12][CH3:13])[CH3:10])=[CH:5][N:4]([C:15]2[CH:16]=[N:17][CH:18]=[CH:19][CH:20]=2)[N:3]=1.COC1C=CC(P2(SP(C3C=CC(OC)=CC=3)(=S)S2)=[S:30])=CC=1.C(=O)([O-])O.[Na+]. Product: [Cl:1][C:2]1[C:6]([NH:7][C:8](=[S:30])[CH:9]([S:11][CH2:12][CH3:13])[CH3:10])=[CH:5][N:4]([C:15]2[CH:16]=[N:17][CH:18]=[CH:19][CH:20]=2)[N:3]=1. The catalyst class is: 11.